Dataset: Forward reaction prediction with 1.9M reactions from USPTO patents (1976-2016). Task: Predict the product of the given reaction. (1) Given the reactants [Cl:1][C:2]1[CH:7]=[CH:6][N:5]=[C:4]2[NH:8][CH:9]=[CH:10][C:3]=12.[H-].[Na+].[CH3:13][Si:14]([CH2:17][CH2:18][O:19][CH2:20]Cl)([CH3:16])[CH3:15], predict the reaction product. The product is: [Cl:1][C:2]1[CH:7]=[CH:6][N:5]=[C:4]2[N:8]([CH2:20][O:19][CH2:18][CH2:17][Si:14]([CH3:16])([CH3:15])[CH3:13])[CH:9]=[CH:10][C:3]=12. (2) The product is: [NH2:10][C:4]1[S:5][C:6]([C:7]2[S:9][CH:31]=[C:32]([C:34]3[CH:35]=[C:36]([NH:40][C:41]([C:43]4[S:44][C:45]([Cl:48])=[CH:46][CH:47]=4)=[O:42])[CH:37]=[CH:38][CH:39]=3)[N:8]=2)=[C:2]([NH2:1])[N:3]=1. Given the reactants [NH2:1][C:2]1[N:3]=[C:4]([NH:10]C(C2C=CC=CC=2)(C2C=CC=CC=2)C2C=CC=CC=2)[S:5][C:6]=1[C:7](=[S:9])[NH2:8].Br[CH2:31][C:32]([C:34]1[CH:35]=[C:36]([NH:40][C:41]([C:43]2[S:44][C:45]([Cl:48])=[CH:46][CH:47]=2)=[O:42])[CH:37]=[CH:38][CH:39]=1)=O.C(O)(C(F)(F)F)=O, predict the reaction product. (3) Given the reactants [NH2:1][C:2]1[NH:6][N:5]=[CH:4][C:3]=1[C:7]([O:9][CH2:10][CH3:11])=[O:8].[F:12][CH:13]([C:19](=O)[CH3:20])[C:14](OCC)=[O:15], predict the reaction product. The product is: [F:12][C:13]1[C:19]([CH3:20])=[N:1][C:2]2[N:6]([N:5]=[CH:4][C:3]=2[C:7]([O:9][CH2:10][CH3:11])=[O:8])[C:14]=1[OH:15]. (4) The product is: [NH2:1][C:2]1[N:7]=[CH:6][C:5]([CH:8]([C:10]2[CH:15]=[CH:14][CH:13]=[CH:12][C:11]=2[O:16][CH3:17])[OH:9])=[CH:4][CH:3]=1. Given the reactants [NH2:1][C:2]1[N:7]=[CH:6][C:5]([C:8]([C:10]2[CH:15]=[CH:14][CH:13]=[CH:12][C:11]=2[O:16][CH3:17])=[O:9])=[CH:4][CH:3]=1.[BH4-].[Na+], predict the reaction product.